Task: Predict which catalyst facilitates the given reaction.. Dataset: Catalyst prediction with 721,799 reactions and 888 catalyst types from USPTO (1) Product: [CH3:14][N:15]([CH:18]=[N:13][S:10]([C:4]1[CH:5]=[CH:6][C:7]([CH2:8][OH:9])=[C:2]([F:1])[CH:3]=1)(=[O:11])=[O:12])[CH3:16]. Reactant: [F:1][C:2]1[CH:3]=[C:4]([S:10]([NH2:13])(=[O:12])=[O:11])[CH:5]=[CH:6][C:7]=1[CH2:8][OH:9].[CH3:14][N:15]([CH3:18])[CH:16]=O.CO[CH:14](OC)[N:15]([CH3:18])[CH3:16]. The catalyst class is: 23. (2) Reactant: O.O.Cl[Sn]Cl.[NH4+].[Cl-].CO.C(O)[C@H:11]1[O:16][C@H:15]([O:17][C@]2(CO)O[C@H](CO)[C@@H](O)[C@@H]2O)[C@H:14]([OH:29])[C@@H:13](O)[C@@H]1O. Product: [C:15]([O:16][CH3:11])(=[O:17])[CH:14]([CH3:13])[OH:29].[C:15]([OH:17])(=[O:16])[CH:14]([CH3:13])[OH:29]. The catalyst class is: 6. (3) Reactant: [NH:1]1[CH2:6][CH2:5][O:4][CH2:3][CH2:2]1.[Cl:7][C:8]1[N:16]=[C:15]2[C:11]([N:12]=[CH:13][N:14]2[C@H:17]2[CH2:21][CH2:20][N:19]([C:22]([O:24][C:25]([CH3:28])([CH3:27])[CH3:26])=[O:23])[CH2:18]2)=[C:10](Cl)[N:9]=1. Product: [Cl:7][C:8]1[N:16]=[C:15]2[C:11]([N:12]=[CH:13][N:14]2[C@H:17]2[CH2:21][CH2:20][N:19]([C:22]([O:24][C:25]([CH3:28])([CH3:27])[CH3:26])=[O:23])[CH2:18]2)=[C:10]([N:1]2[CH2:6][CH2:5][O:4][CH2:3][CH2:2]2)[N:9]=1. The catalyst class is: 8. (4) Reactant: O[O:2][S:3]([O-:5])=O.[K+].[NH2:7][C:8]1[N:9]=[C:10](SC)[S:11][C:12]=1[C:13](=[O:15])[CH3:14].[CH3:18]O. Product: [NH2:7][C:8]1[N:9]=[C:10]([S:3]([CH3:18])(=[O:5])=[O:2])[S:11][C:12]=1[C:13](=[O:15])[CH3:14]. The catalyst class is: 6. (5) Reactant: [BH4-].[Na+].[OH:3][C@H:4]1[C:13](=[O:14])[C:12]2[C:11]([CH2:15][O:16][CH3:17])=[CH:10][N:9]3[C:18]([CH3:22])=[C:19]([CH3:21])[N:20]=[C:8]3[C:7]=2[NH:6][C@@H:5]1[C:23]1[CH:28]=[CH:27][CH:26]=[CH:25][CH:24]=1. The catalyst class is: 5. Product: [OH:14][C@H:13]1[C:12]2[C:11]([CH2:15][O:16][CH3:17])=[CH:10][N:9]3[C:18]([CH3:22])=[C:19]([CH3:21])[N:20]=[C:8]3[C:7]=2[NH:6][C@H:5]([C:23]2[CH:24]=[CH:25][CH:26]=[CH:27][CH:28]=2)[C@H:4]1[OH:3]. (6) Reactant: C([O:4][C@H:5]1[C@H:10]([O:11]C(=O)C)[C@@H:9]([O:15]C(=O)C)[C@H:8]([C:19]2[CH:24]=[CH:23][C:22]([Cl:25])=[C:21]([CH2:26][C:27]3[CH:32]=[CH:31][C:30]([C:33]4([CH:36]=O)[CH2:35][CH2:34]4)=[CH:29][CH:28]=3)[CH:20]=2)[O:7][C@@H:6]1[CH2:38][O:39]C(=O)C)(=O)C.N1C=CC=CC=1.Cl.[CH3:50][O:51][NH2:52]. Product: [CH3:50][O:51][N:52]=[CH:36][C:33]1([C:30]2[CH:31]=[CH:32][C:27]([CH2:26][C:21]3[CH:20]=[C:19]([C@H:8]4[C@H:9]([OH:15])[C@@H:10]([OH:11])[C@H:5]([OH:4])[C@@H:6]([CH2:38][OH:39])[O:7]4)[CH:24]=[CH:23][C:22]=3[Cl:25])=[CH:28][CH:29]=2)[CH2:35][CH2:34]1. The catalyst class is: 8. (7) The catalyst class is: 31. Product: [N:31]1([C:13](=[O:15])[C:11]([NH:10][C:8]([C:7]2[C:2]([OH:1])=[N:3][C:4]([N:17]3[CH:21]=[CH:20][CH:19]=[N:18]3)=[N:5][CH:6]=2)=[O:9])([CH3:12])[CH3:16])[C:39]2[C:34](=[CH:35][CH:36]=[CH:37][CH:38]=2)[CH2:33][CH2:32]1. Reactant: [OH:1][C:2]1[C:7]([C:8]([NH:10][C:11]([CH3:16])([C:13]([OH:15])=O)[CH3:12])=[O:9])=[CH:6][N:5]=[C:4]([N:17]2[CH:21]=[CH:20][CH:19]=[N:18]2)[N:3]=1.CCN(C(C)C)C(C)C.[NH:31]1[C:39]2[C:34](=[CH:35][CH:36]=[CH:37][CH:38]=2)[CH2:33][CH2:32]1.C1C=CC2N(O)N=NC=2C=1.C(Cl)CCl. (8) Reactant: [CH2:1]([NH:8][C:9]1([C:12]2[CH:17]=[CH:16][C:15](Br)=[CH:14][CH:13]=2)[CH2:11][CH2:10]1)[C:2]1[CH:7]=[CH:6][CH:5]=[CH:4][CH:3]=1.[CH3:19][Si:20]([C:23]#[CH:24])([CH3:22])[CH3:21]. Product: [CH2:1]([NH:8][C:9]1([C:12]2[CH:17]=[CH:16][C:15]([C:24]#[C:23][Si:20]([CH3:22])([CH3:21])[CH3:19])=[CH:14][CH:13]=2)[CH2:11][CH2:10]1)[C:2]1[CH:7]=[CH:6][CH:5]=[CH:4][CH:3]=1. The catalyst class is: 337.